This data is from Full USPTO retrosynthesis dataset with 1.9M reactions from patents (1976-2016). The task is: Predict the reactants needed to synthesize the given product. (1) Given the product [C:43]([O:46][C:40]([NH:37][C:11]1[CH:12]=[C:13]2[C:8]([CH:7]=[CH:6][C:5]([C:3]([O:2][CH3:1])=[O:4])=[CH:14]2)=[CH:9][CH:10]=1)=[O:25])([CH3:45])([CH3:44])[CH3:42], predict the reactants needed to synthesize it. The reactants are: [CH3:1][O:2][C:3]([C:5]1[CH:14]=[C:13]2[C:8]([CH:9]=[CH:10][C:11](C(O)=O)=[CH:12]2)=[CH:7][CH:6]=1)=[O:4].C1C=CC(P(N=[N+]=[N-])(C2C=CC=CC=2)=[O:25])=CC=1.CC[N:37]([CH2:40]C)CC.[CH3:42][C:43]([OH:46])([CH3:45])[CH3:44]. (2) Given the product [Cl:17][C:18]1[C:23]([Cl:24])=[CH:22][CH:21]=[CH:20][C:19]=1[CH2:25][CH2:26][N:27]([CH2:35][CH2:36][CH2:37][S:38][CH2:39][CH2:40][NH:2][CH2:3][C@H:4]([OH:5])[C:6]1[C:14]2[S:13][C:12](=[O:15])[NH:11][C:10]=2[C:9]([OH:16])=[CH:8][CH:7]=1)[C:28](=[O:34])[O:29][C:30]([CH3:31])([CH3:32])[CH3:33], predict the reactants needed to synthesize it. The reactants are: Cl.[NH2:2][CH2:3][C@@H:4]([C:6]1[C:14]2[S:13][C:12](=[O:15])[NH:11][C:10]=2[C:9]([OH:16])=[CH:8][CH:7]=1)[OH:5].[Cl:17][C:18]1[C:23]([Cl:24])=[CH:22][CH:21]=[CH:20][C:19]=1[CH2:25][CH2:26][N:27]([CH2:35][CH2:36][CH2:37][S:38][CH2:39][CH:40]=O)[C:28](=[O:34])[O:29][C:30]([CH3:33])([CH3:32])[CH3:31]. (3) Given the product [C:1]([O:5][C:6]([NH:8][CH:9]([C:10]1[NH:48][C:35](=[O:43])[CH:36]=[C:12]([C:13]2[CH:18]=[CH:17][C:16]([NH:19][C:20](=[O:23])[O:21][CH3:22])=[CH:15][C:14]=2[N+:24]([O-:26])=[O:25])[CH:11]=1)[CH2:28][CH:29]=[CH2:30])=[O:7])([CH3:4])([CH3:3])[CH3:2], predict the reactants needed to synthesize it. The reactants are: [C:1]([O:5][C:6]([NH:8][C@@H:9]([CH2:28][CH:29]=[CH2:30])[C:10](=O)/[CH:11]=[CH:12]/[C:13]1[CH:18]=[CH:17][C:16]([NH:19][C:20](=[O:23])[O:21][CH3:22])=[CH:15][C:14]=1[N+:24]([O-:26])=[O:25])=[O:7])([CH3:4])([CH3:3])[CH3:2].[Br-].C(O[C:35](=[O:43])[CH2:36][N+]1C=CC=CC=1)C.C([O-])(=O)C.[NH4+:48]. (4) Given the product [Si:7]([O:24][C@H:25]([C@H:29]([OH:28])[CH2:30][O:31][Si:32]([C:45]([CH3:48])([CH3:47])[CH3:46])([C:33]1[CH:34]=[CH:35][CH:36]=[CH:37][CH:38]=1)[C:39]1[CH:40]=[CH:41][CH:42]=[CH:43][CH:44]=1)[C@@H:26]([F:50])[CH:27]=[O:49])([C:20]([CH3:21])([CH3:22])[CH3:23])([C:8]1[CH:13]=[CH:12][CH:11]=[CH:10][CH:9]=1)[C:14]1[CH:15]=[CH:16][CH:17]=[CH:18][CH:19]=1, predict the reactants needed to synthesize it. The reactants are: Cl.CON.CO.[Si:7]([O:24][C@@H:25]1[C@@H:29]([CH2:30][O:31][Si:32]([C:45]([CH3:48])([CH3:47])[CH3:46])([C:39]2[CH:44]=[CH:43][CH:42]=[CH:41][CH:40]=2)[C:33]2[CH:38]=[CH:37][CH:36]=[CH:35][CH:34]=2)[O:28][CH:27]([OH:49])[C@H:26]1[F:50])([C:20]([CH3:23])([CH3:22])[CH3:21])([C:14]1[CH:19]=[CH:18][CH:17]=[CH:16][CH:15]=1)[C:8]1[CH:13]=[CH:12][CH:11]=[CH:10][CH:9]=1.C(N(CC)CC)C. (5) Given the product [F:14][C:11]1[CH:10]=[CH:9][C:8]([CH2:7][NH:6][O:5][CH2:1][CH:2]([CH3:4])[CH3:3])=[CH:13][CH:12]=1, predict the reactants needed to synthesize it. The reactants are: [CH2:1]([O:5][N:6]=[CH:7][C:8]1[CH:13]=[CH:12][C:11]([F:14])=[CH:10][CH:9]=1)[CH:2]([CH3:4])[CH3:3].C([BH3-])#N.[Na+]. (6) Given the product [CH3:5][NH:6][C:10]([C:12]1[N:13]=[CH:14][N:15]2[C:20]3[CH:21]=[CH:22][CH:23]=[C:24]([CH2:25][CH2:26][N:27]4[CH2:32][CH2:31][N:30]([C:33]5[CH:42]=[CH:41][CH:40]=[C:39]6[C:34]=5[CH:35]=[CH:36][C:37]([C:43]([F:45])([F:46])[F:44])=[N:38]6)[CH2:29][CH2:28]4)[C:19]=3[O:18][CH2:17][C:16]=12)=[O:9], predict the reactants needed to synthesize it. The reactants are: C[Al](C)C.[CH3:5][NH2:6].C([O:9][C:10]([C:12]1[N:13]=[CH:14][N:15]2[C:20]3[CH:21]=[CH:22][CH:23]=[C:24]([CH2:25][CH2:26][N:27]4[CH2:32][CH2:31][N:30]([C:33]5[CH:42]=[CH:41][CH:40]=[C:39]6[C:34]=5[CH:35]=[CH:36][C:37]([C:43]([F:46])([F:45])[F:44])=[N:38]6)[CH2:29][CH2:28]4)[C:19]=3[O:18][CH2:17][C:16]=12)=O)C.O. (7) Given the product [ClH:18].[N:2]1([CH2:8][CH2:9][CH2:10][O:11][C:12]2[CH:20]=[CH:19][C:15]([C:16]([N:31]3[CH2:30][CH2:29][C:28]4[CH:34]=[CH:35][C:25]([S:22]([CH3:21])(=[O:24])=[O:23])=[CH:26][C:27]=4[CH2:33][CH2:32]3)=[O:17])=[CH:14][CH:13]=2)[CH2:7][CH2:6][CH2:5][CH2:4][CH2:3]1, predict the reactants needed to synthesize it. The reactants are: Cl.[N:2]1([CH2:8][CH2:9][CH2:10][O:11][C:12]2[CH:20]=[CH:19][C:15]([C:16]([Cl:18])=[O:17])=[CH:14][CH:13]=2)[CH2:7][CH2:6][CH2:5][CH2:4][CH2:3]1.[CH3:21][S:22]([C:25]1[CH:35]=[CH:34][C:28]2[CH2:29][CH2:30][NH:31][CH2:32][CH2:33][C:27]=2[CH:26]=1)(=[O:24])=[O:23].